Dataset: Full USPTO retrosynthesis dataset with 1.9M reactions from patents (1976-2016). Task: Predict the reactants needed to synthesize the given product. (1) Given the product [CH2:28]([O:30][C:31](=[O:45])[CH2:32][C:33]1[C:34]([CH3:44])=[C:35]([S:17][C:18]2[CH:19]=[CH:20][C:21]([S:24]([CH3:27])(=[O:25])=[O:26])=[CH:22][CH:23]=2)[N:36]2[C:41]=1[CH:40]=[C:39]([C:42]#[N:43])[CH:38]=[CH:37]2)[CH3:29], predict the reactants needed to synthesize it. The reactants are: S(Cl)(Cl)(=O)=O.[CH3:27][S:24]([C:21]1[CH:22]=[CH:23][C:18]([S:17][S:17][C:18]2[CH:23]=[CH:22][C:21]([S:24]([CH3:27])(=[O:26])=[O:25])=[CH:20][CH:19]=2)=[CH:19][CH:20]=1)(=[O:26])=[O:25].[CH2:28]([O:30][C:31](=[O:45])[CH2:32][C:33]1[C:34]([CH3:44])=[CH:35][N:36]2[C:41]=1[CH:40]=[C:39]([C:42]#[N:43])[CH:38]=[CH:37]2)[CH3:29]. (2) Given the product [ClH:17].[CH3:1][O:2][C:3](=[O:16])[CH:4]([NH2:14])[C:5]([C:7]1[CH:12]=[CH:11][C:10]([F:13])=[CH:9][CH:8]=1)=[O:6], predict the reactants needed to synthesize it. The reactants are: [CH3:1][O:2][C:3](=[O:16])[C:4](=[N:14]O)[C:5]([C:7]1[CH:12]=[CH:11][C:10]([F:13])=[CH:9][CH:8]=1)=[O:6].[ClH:17]. (3) Given the product [Cl:1][C:2]1[CH:16]=[CH:15][C:5]([O:6][C:7]2[CH:8]=[CH:9][C:10]([CH:13]=[O:29])=[N:11][CH:12]=2)=[CH:4][CH:3]=1, predict the reactants needed to synthesize it. The reactants are: [Cl:1][C:2]1[CH:16]=[CH:15][C:5]([O:6][C:7]2[CH:8]=[CH:9][C:10]([C:13]#N)=[N:11][CH:12]=2)=[CH:4][CH:3]=1.CC(C[AlH]CC(C)C)C.C1C[O:29]CC1.